Dataset: NCI-60 drug combinations with 297,098 pairs across 59 cell lines. Task: Regression. Given two drug SMILES strings and cell line genomic features, predict the synergy score measuring deviation from expected non-interaction effect. (1) Cell line: OVCAR3. Synergy scores: CSS=45.0, Synergy_ZIP=-1.29, Synergy_Bliss=1.10, Synergy_Loewe=2.83, Synergy_HSA=6.29. Drug 2: CN1C=C(C=N1)C2=C3N=C(C(=C(N3N=C2)N)Br)C4CCCNC4. Drug 1: C1CC2CC3=C(CC1C24CN(S(=O)(=O)N4)CC(F)(F)F)C=CC(=C3)C=CCN5CCC(CC5)C(F)(F)F. (2) Drug 1: CC(CN1CC(=O)NC(=O)C1)N2CC(=O)NC(=O)C2. Drug 2: CC1=C(C=C(C=C1)C(=O)NC2=CC(=CC(=C2)C(F)(F)F)N3C=C(N=C3)C)NC4=NC=CC(=N4)C5=CN=CC=C5. Cell line: SR. Synergy scores: CSS=55.9, Synergy_ZIP=-0.921, Synergy_Bliss=-3.17, Synergy_Loewe=-2.14, Synergy_HSA=-1.11. (3) Drug 1: CN(C)N=NC1=C(NC=N1)C(=O)N. Drug 2: C(CCl)NC(=O)N(CCCl)N=O. Cell line: COLO 205. Synergy scores: CSS=7.68, Synergy_ZIP=-2.87, Synergy_Bliss=1.98, Synergy_Loewe=-0.348, Synergy_HSA=1.04. (4) Drug 1: CC12CCC3C(C1CCC2=O)CC(=C)C4=CC(=O)C=CC34C. Drug 2: C1=CN(C(=O)N=C1N)C2C(C(C(O2)CO)O)O.Cl. Cell line: CCRF-CEM. Synergy scores: CSS=77.7, Synergy_ZIP=0.825, Synergy_Bliss=0.900, Synergy_Loewe=-0.0978, Synergy_HSA=1.24. (5) Drug 1: CN(CC1=CN=C2C(=N1)C(=NC(=N2)N)N)C3=CC=C(C=C3)C(=O)NC(CCC(=O)O)C(=O)O. Drug 2: COC1=NC(=NC2=C1N=CN2C3C(C(C(O3)CO)O)O)N. Cell line: MALME-3M. Synergy scores: CSS=9.53, Synergy_ZIP=4.61, Synergy_Bliss=6.13, Synergy_Loewe=5.57, Synergy_HSA=5.62. (6) Drug 1: COC1=C(C=C2C(=C1)N=CN=C2NC3=CC(=C(C=C3)F)Cl)OCCCN4CCOCC4. Drug 2: C1=CC(=CC=C1CCC2=CNC3=C2C(=O)NC(=N3)N)C(=O)NC(CCC(=O)O)C(=O)O. Cell line: OVCAR-4. Synergy scores: CSS=25.5, Synergy_ZIP=-10.3, Synergy_Bliss=-16.2, Synergy_Loewe=-13.0, Synergy_HSA=-12.0. (7) Drug 1: C1CC(=O)NC(=O)C1N2CC3=C(C2=O)C=CC=C3N. Drug 2: N.N.Cl[Pt+2]Cl. Cell line: OVCAR3. Synergy scores: CSS=1.41, Synergy_ZIP=0.495, Synergy_Bliss=1.32, Synergy_Loewe=0.307, Synergy_HSA=-0.269. (8) Drug 2: CC12CCC3C(C1CCC2O)C(CC4=C3C=CC(=C4)O)CCCCCCCCCS(=O)CCCC(C(F)(F)F)(F)F. Drug 1: C1=CC=C(C(=C1)C(C2=CC=C(C=C2)Cl)C(Cl)Cl)Cl. Synergy scores: CSS=3.51, Synergy_ZIP=1.41, Synergy_Bliss=3.22, Synergy_Loewe=-0.189, Synergy_HSA=-1.74. Cell line: SN12C.